This data is from Reaction yield outcomes from USPTO patents with 853,638 reactions. The task is: Predict the reaction yield, written as a fraction of the theoretical maximum amount of product (1.0 means a 100% yield; for example, 0.34 means a 34% yield). (1) The reactants are [CH3:1][O:2][C:3]1[CH:28]=[CH:27][C:6]([CH2:7][N:8]2[C:12]3=[N:13][CH:14]=[CH:15][C:16]([O:17][C:18]4[CH:23]=[CH:22][C:21]([NH2:24])=[CH:20][C:19]=4[F:25])=[C:11]3[C:10](I)=[N:9]2)=[CH:5][CH:4]=1.[CH3:29][N:30]([CH3:37])[CH:31]1[CH2:36][CH2:35][NH:34][CH2:33][CH2:32]1.N1CCC[C@H]1C(O)=O.C([O-])([O-])=O.[K+].[K+]. The catalyst is [Cu]I.CN(C=O)C. The product is [NH2:24][C:21]1[CH:22]=[CH:23][C:18]([O:17][C:16]2[CH:15]=[CH:14][N:13]=[C:12]3[N:8]([CH2:7][C:6]4[CH:27]=[CH:28][C:3]([O:2][CH3:1])=[CH:4][CH:5]=4)[N:9]=[C:10]([N:34]4[CH2:35][CH2:36][CH:31]([N:30]([CH3:37])[CH3:29])[CH2:32][CH2:33]4)[C:11]=23)=[C:19]([F:25])[CH:20]=1. The yield is 0.716. (2) The reactants are Cl.[NH:2]1[CH2:5][CH:4]([O:6][CH2:7][C:8]2[S:12][CH:11]=[N:10][CH:9]=2)[CH2:3]1.CCN=C=NCCCN(C)C.C1C=CC2N(O)N=NC=2C=1.C(N(C(C)C)CC)(C)C.Cl.[O:44]=[C:45]1[NH:54][C:53]2[N:52]=[CH:51][C:50](/[CH:55]=[CH:56]/[C:57](O)=[O:58])=[CH:49][C:48]=2[CH2:47][CH2:46]1. The catalyst is CN(C)C=O. The product is [O:58]=[C:57]([N:2]1[CH2:5][CH:4]([O:6][CH2:7][C:8]2[S:12][CH:11]=[N:10][CH:9]=2)[CH2:3]1)/[CH:56]=[CH:55]/[C:50]1[CH:49]=[C:48]2[C:53](=[N:52][CH:51]=1)[NH:54][C:45](=[O:44])[CH2:46][CH2:47]2. The yield is 0.0200. (3) The reactants are [F:1][C:2]1[CH:7]=[CH:6][C:5]([C:8]2[O:12][N:11]=[CH:10][C:9]=2[CH2:13][CH2:14][C:15](OC)=[O:16])=[CH:4][CH:3]=1.[H-].C([Al+]CC(C)C)C(C)C.Cl. The catalyst is O1CCCC1. The product is [F:1][C:2]1[CH:3]=[CH:4][C:5]([C:8]2[O:12][N:11]=[CH:10][C:9]=2[CH2:13][CH2:14][CH2:15][OH:16])=[CH:6][CH:7]=1. The yield is 0.870.